Dataset: Full USPTO retrosynthesis dataset with 1.9M reactions from patents (1976-2016). Task: Predict the reactants needed to synthesize the given product. (1) Given the product [OH:33][C@@H:29]1[C@@H:30]([OH:32])[CH2:31][N:27]([C:2]2[CH:21]=[CH:20][C:5]([C:6]([NH:8][C:9]3[CH:14]=[CH:13][C:12]([O:15][C:16]([F:19])([F:18])[F:17])=[CH:11][CH:10]=3)=[O:7])=[CH:4][C:3]=2[C:22]2[S:26][CH:25]=[N:24][CH:23]=2)[CH2:28]1, predict the reactants needed to synthesize it. The reactants are: F[C:2]1[CH:21]=[CH:20][C:5]([C:6]([NH:8][C:9]2[CH:14]=[CH:13][C:12]([O:15][C:16]([F:19])([F:18])[F:17])=[CH:11][CH:10]=2)=[O:7])=[CH:4][C:3]=1[C:22]1[S:26][CH:25]=[N:24][CH:23]=1.[NH:27]1[CH2:31][C@H:30]([OH:32])[C@@H:29]([OH:33])[CH2:28]1. (2) Given the product [Cl:19][C:20]1[CH:25]=[CH:24][C:23]([C:2]2[C:10]3[N:9]4[CH2:11][CH2:12][NH:13][C:14](=[O:15])[C:8]4=[C:7]([CH3:16])[C:6]=3[CH:5]=[C:4]([C:17]#[N:18])[CH:3]=2)=[CH:22][C:21]=1[F:29], predict the reactants needed to synthesize it. The reactants are: Br[C:2]1[C:10]2[N:9]3[CH2:11][CH2:12][NH:13][C:14](=[O:15])[C:8]3=[C:7]([CH3:16])[C:6]=2[CH:5]=[C:4]([C:17]#[N:18])[CH:3]=1.[Cl:19][C:20]1[CH:25]=[CH:24][C:23](B(O)O)=[CH:22][C:21]=1[F:29]. (3) Given the product [Cl:1][C:2]1[C:11]2[CH2:10][N:9]([C@H:12]([CH:16]([CH3:18])[CH3:17])[C:13]([N:36]3[CH2:35][CH2:34][CH2:33][C@@H:31]3[C:32]#[N:37])=[O:14])[C:8](=[O:19])[C:7]3=[CH:20][NH:21][C:5]([C:6]=23)=[N:4][CH:3]=1, predict the reactants needed to synthesize it. The reactants are: [Cl:1][C:2]1[C:11]2[CH2:10][N:9]([C@H:12]([CH:16]([CH3:18])[CH3:17])[C:13](O)=[O:14])[C:8](=[O:19])[C:7]3=[CH:20][NH:21][C:5]([C:6]=23)=[N:4][CH:3]=1.CN(C(ON1N=[N:37][C:32]2[CH:33]=[CH:34][CH:35]=[N:36][C:31]1=2)=[N+](C)C)C.F[P-](F)(F)(F)(F)F.Cl.N1CCC[C@@H]1C#N.CN1CCOCC1.